From a dataset of Drug-target binding data from BindingDB using IC50 measurements. Regression. Given a target protein amino acid sequence and a drug SMILES string, predict the binding affinity score between them. We predict pIC50 (pIC50 = -log10(IC50 in M); higher means more potent). Dataset: bindingdb_ic50. The drug is CCCCS(=O)c1sc2nc(-c3cccs3)cc(-c3ccccc3)c2c1N. The target protein (O08699) has sequence MHVNGKVALVTGAAQGIGKAFTEALLLHGAKVALVDWNLETGVKCKAALDEQFEPQKTLFIQCDVADQKQLRDTFRKVVDHFGRLDILVNNAGVNNEKNWEQTLQINLVSVISGTYLGLDYMSKQNGGEGGIIINISSIAGLMPVAQQPVYCASKHGIIGFTRSAAMAANLMKSGVRLNVICPGFVKTPILESIEKEENMGQYIEYTDQIKAMMKFYGILDPSAIANGLINLIEDDALNGAIMKITASKGIHFQDYDLFPSFSKAP. The pIC50 is 8.6.